This data is from Experimentally validated miRNA-target interactions with 360,000+ pairs, plus equal number of negative samples. The task is: Binary Classification. Given a miRNA mature sequence and a target amino acid sequence, predict their likelihood of interaction. (1) The miRNA is hsa-miR-6801-5p with sequence UGGUCAGAGGCAGCAGGAAAUGA. The protein sequence of the target gene is MKPFQLDLLFVCFFLFSQELGLQKRGCCLVLGYMAKDKFRRMNEGQVYSFSQQPQDQVVVSGQPVTLLCAIPEYDGFVLWIKDGLALGVGRDLSSYPQYLVVGNHLSGEHHLKILRAELQDDAVYECQAIQAAIRSRPARLTVLVPPDDPVILGGPVISLRAGDPLNLTCHADNAKPAASIIWLRKGEVINGATYSKTLLRDGKRESIVSTLFISPGDVENGQSIVCRATNKAIPGGKETSVTIDIQHPPLVNLSVEPQPVLEDNVVTFHCSAKANPAVTQYRWAKRGQIIKEASGEVYR.... Result: 0 (no interaction). (2) The miRNA is hsa-miR-3977 with sequence GUGCUUCAUCGUAAUUAACCUUA. The protein sequence of the target gene is MADSAVPCSLGPSTRASSTHRDATGTKQTRALKRGDASKRQAELEAAIQRKVEFERKAVRIVEQLLEENITEEFLKECGMFITPAHYSDVVDERSIIKLCGYPLCQKKLGVIPKQKYRISTKTNKVYDITERKSFCSNFCYRASKFFETQIPKTPVWVREEERPPDFQLLKKGQSGSSGEVVQFFRDAVTAADVDGSGALEAQCDPASSSSWSERASDEEEQGFVSSLLPGNRPKAVDTRPQPHTKSSIMRKKAAQNVDSKEGEQTVSEVTEQLDNCRLDSQEKVATCKRPLKKESTQIS.... Result: 0 (no interaction). (3) The miRNA is hsa-miR-4646-5p with sequence ACUGGGAAGAGGAGCUGAGGGA. The protein sequence of the target gene is MAAAAAAAGDSDSWDADAFSVEDPVRKVGGGGTAGGDRWEGEDEDEDVKDNWDDDDDEKKEEAEVKPEVKISEKKKIAEKIKEKERQQKKRQEEIKKRLEEPEEPKVLTPEEQLADKLRLKKLQEESDLELAKETFGVNNAVYGIDAMNPSSRDDFTEFGKLLKDKITQYEKSLYYASFLEVLVRDVCISLEIDDLKKITNSLTVLCSEKQKQEKQSKAKKKKKGVVPGGGLKATMKDDLADYGGYDGGYVQDYEDFM. Result: 0 (no interaction). (4) Result: 0 (no interaction). The protein sequence of the target gene is MGLGQPQAWLLGLPTAVVYGSLALFTTILHNVFLLYYVDTFVSVYKINKMAFWVGETVFLLWNSLNDPLFGWLSDRQFLSSQPRSGAGLSSRAVVLARVQALGWHGPLLALSFLAFWVPWAPAGLQFLLCLCLYDGFLTLVDLHHHALLADLALSAHDRTHLNFYCSLFSAAGSLSVFASYAFWNKEDFSSFRAFCVTLAVSSGLGFLGATQLLRRRVEAARKDPGCSGLVVDSGLCGEELLVGSEEADSITLGRYLRQLARHRNFLWFVSMDLVQVFHCHFNSNFFPLFLEHLLSDHIS.... The miRNA is hsa-miR-6075 with sequence ACGGCCCAGGCGGCAUUGGUG.